This data is from Catalyst prediction with 721,799 reactions and 888 catalyst types from USPTO. The task is: Predict which catalyst facilitates the given reaction. Reactant: C[O:2][C:3]([C:5]1[CH:6]=[C:7]([C:18]2[CH:23]=[CH:22][C:21]([CH3:24])=[CH:20][CH:19]=2)[CH:8]=[C:9]([N:11]2[CH:15]=[CH:14][N:13]=[C:12]2[CH2:16][CH3:17])[CH:10]=1)=[O:4].O[Li].O. Product: [CH2:16]([C:12]1[N:11]([C:9]2[CH:10]=[C:5]([C:3]([OH:4])=[O:2])[CH:6]=[C:7]([C:18]3[CH:23]=[CH:22][C:21]([CH3:24])=[CH:20][CH:19]=3)[CH:8]=2)[CH:15]=[CH:14][N:13]=1)[CH3:17]. The catalyst class is: 20.